Dataset: Catalyst prediction with 721,799 reactions and 888 catalyst types from USPTO. Task: Predict which catalyst facilitates the given reaction. (1) Reactant: [Si]([O:8][C@@H:9]1[C@H:13]([CH2:14][OH:15])[CH2:12][C@@H:11]([N:16]2[C:20]3[N:21]=[CH:22][N:23]=[C:24]([C:25]4[N:26]([C:36]([O:38][C:39]([CH3:42])([CH3:41])[CH3:40])=[O:37])[C:27]5[C:32]([CH:33]=4)=[CH:31][C:30]([O:34][CH3:35])=[CH:29][CH:28]=5)[C:19]=3[CH:18]=[CH:17]2)[CH2:10]1)(C(C)(C)C)(C)C.CN(C=O)C.Cl[S:49]([NH2:52])(=[O:51])=[O:50].Cl.C(=O)([O-])[O-].[Na+].[Na+]. Product: [OH:8][C@@H:9]1[C@H:13]([CH2:14][O:15][S:49](=[O:51])(=[O:50])[NH2:52])[CH2:12][C@@H:11]([N:16]2[C:20]3[N:21]=[CH:22][N:23]=[C:24]([C:25]4[N:26]([C:36]([O:38][C:39]([CH3:42])([CH3:41])[CH3:40])=[O:37])[C:27]5[C:32]([CH:33]=4)=[CH:31][C:30]([O:34][CH3:35])=[CH:29][CH:28]=5)[C:19]=3[CH:18]=[CH:17]2)[CH2:10]1. The catalyst class is: 513. (2) Reactant: C[O:2][C:3]([CH:5]1[CH2:7][CH:6]1[CH2:8][N:9]1[C:17]2[N:16]=[C:15]([CH2:18][C:19]3[CH:24]=[CH:23][C:22]([NH:25][C:26](=[O:28])[CH3:27])=[CH:21][CH:20]=3)[NH:14][C:13]=2[C:12](=[O:29])[N:11]([CH2:30][C:31]2[CH:36]=[CH:35][CH:34]=[CH:33][C:32]=2[F:37])[C:10]1=[O:38])=O.[BH4-].[Li+]. Product: [F:37][C:32]1[CH:33]=[CH:34][CH:35]=[CH:36][C:31]=1[CH2:30][N:11]1[C:12](=[O:29])[C:13]2[NH:14][C:15]([CH2:18][C:19]3[CH:20]=[CH:21][C:22]([NH:25][C:26](=[O:28])[CH3:27])=[CH:23][CH:24]=3)=[N:16][C:17]=2[N:9]([CH2:8][CH:6]2[CH2:7][CH:5]2[CH2:3][OH:2])[C:10]1=[O:38]. The catalyst class is: 7.